Dataset: Forward reaction prediction with 1.9M reactions from USPTO patents (1976-2016). Task: Predict the product of the given reaction. (1) Given the reactants Br[C:2]1[CH:20]=[CH:19][C:5]2[N:6]=[C:7]([C@H:9]3[CH2:12][C@H:11]([N:13]4[CH2:17][CH2:16][CH2:15][C@H:14]4C)[CH2:10]3)[S:8][C:4]=2[CH:3]=1.[CH3:21][C:22]1[C:27](B2OC(C)(C)C(C)(C)O2)=[CH:26][CH:25]=[C:24]([CH3:37])[N:23]=1.N1C=C(B(O)O)C=NC=1, predict the reaction product. The product is: [CH3:21][C:22]1[C:27]([C:2]2[CH:20]=[CH:19][C:5]3[N:6]=[C:7]([C@H:9]4[CH2:12][C@H:11]([N:13]5[CH2:14][CH2:15][CH2:16][CH2:17]5)[CH2:10]4)[S:8][C:4]=3[CH:3]=2)=[CH:26][CH:25]=[C:24]([CH3:37])[N:23]=1. (2) Given the reactants C[O:2][C:3]([C:5]1[C:23]([OH:24])=[CH:22][C:8]2[C:9]3[NH:10][C:11]4[C:16]([C:17]=3[CH2:18][CH2:19][C:7]=2[CH:6]=1)=[CH:15][C:14](Br)=[CH:13][C:12]=4[F:21])=[O:4].[CH2:25]([Sn](CCCC)(CCCC)CCCC)[CH:26]=[CH2:27].[F-].[Cs+].[OH-].[Li+], predict the reaction product. The product is: [CH2:27]([C:14]1[CH:15]=[C:16]2[C:11](=[C:12]([F:21])[CH:13]=1)[NH:10][C:9]1[C:8]3[CH:22]=[C:23]([OH:24])[C:5]([C:3]([OH:2])=[O:4])=[CH:6][C:7]=3[CH2:19][CH2:18][C:17]2=1)[CH:26]=[CH2:25]. (3) Given the reactants [CH3:1][C:2]1[CH:7]=[C:6]([CH2:8][OH:9])[CH:5]=[C:4]([CH3:10])[N:3]=1.[N+:11]([C:14]1[CH:19]=[CH:18][C:17]([O:20][C:21](=O)[O:22]C2C=CC([N+]([O-])=O)=CC=2)=[CH:16][CH:15]=1)([O-:13])=[O:12].CN1CCOCC1, predict the reaction product. The product is: [C:21](=[O:22])([O:20][C:17]1[CH:16]=[CH:15][C:14]([N+:11]([O-:13])=[O:12])=[CH:19][CH:18]=1)[O:9][CH2:8][C:6]1[CH:5]=[C:4]([CH3:10])[N:3]=[C:2]([CH3:1])[CH:7]=1. (4) Given the reactants [Cl:1][C:2]1[CH:9]=[CH:8][C:5]([CH:6]=O)=[C:4]([CH3:10])[CH:3]=1.[NH:11]1[CH2:16][CH2:15][O:14][CH2:13][CH2:12]1.[BH3-]C#N.[Na+].CC(O)=O, predict the reaction product. The product is: [Cl:1][C:2]1[CH:9]=[CH:8][C:5]([CH2:6][N:11]2[CH2:16][CH2:15][O:14][CH2:13][CH2:12]2)=[C:4]([CH3:10])[CH:3]=1. (5) Given the reactants [OH:1][C:2]1[C:3]([CH3:18])=[C:4]2[C:9](=[C:10]([CH3:13])[C:11]=1[CH3:12])[O:8][C:7]([CH3:17])([C:14]([OH:16])=O)[CH2:6][CH2:5]2.C1N=CN(C(N2C=NC=C2)=O)C=1.[NH2:31][CH2:32][CH2:33][CH2:34][N:35]1[CH2:39][CH2:38][CH2:37][C:36]1=[O:40], predict the reaction product. The product is: [OH:1][C:2]1[C:3]([CH3:18])=[C:4]2[C:9](=[C:10]([CH3:13])[C:11]=1[CH3:12])[O:8][C:7]([CH3:17])([C:14]([NH:31][CH2:32][CH2:33][CH2:34][N:35]1[CH2:39][CH2:38][CH2:37][C:36]1=[O:40])=[O:16])[CH2:6][CH2:5]2.